Task: Predict the product of the given reaction.. Dataset: Forward reaction prediction with 1.9M reactions from USPTO patents (1976-2016) (1) Given the reactants [Cl:1][C:2]1[S:6][C:5]([C:7]([NH:9][CH2:10][CH2:11][C:12]([OH:14])=O)=[O:8])=[CH:4][CH:3]=1.[NH2:15][C:16]1[CH:17]=[CH:18][C:19]([N:22]2[CH2:27][CH2:26][O:25][CH2:24][C:23]2=[O:28])=[N:20][CH:21]=1.[B-](F)(F)(F)F.CCOC(C(C#N)=NOC(N(C)C)=[N+](C)C)=O.C(N(CC)CC)C, predict the reaction product. The product is: [O:28]=[C:23]1[CH2:24][O:25][CH2:26][CH2:27][N:22]1[C:19]1[N:20]=[CH:21][C:16]([NH:15][C:12]([CH2:11][CH2:10][NH:9][C:7]([C:5]2[S:6][C:2]([Cl:1])=[CH:3][CH:4]=2)=[O:8])=[O:14])=[CH:17][CH:18]=1. (2) Given the reactants Cl[C:2]1[C:7]2[N:8]=[C:9]([S:12][CH3:13])[N:10]=[CH:11][C:6]=2[CH:5]=[CH:4][N:3]=1.[CH:14]1(B(O)O)[CH2:16][CH2:15]1.C1(P(C2CCCCC2)C2CCCCC2)CCCCC1, predict the reaction product. The product is: [CH:14]1([C:2]2[C:7]3[N:8]=[C:9]([S:12][CH3:13])[N:10]=[CH:11][C:6]=3[CH:5]=[CH:4][N:3]=2)[CH2:16][CH2:15]1. (3) Given the reactants [F:1][C:2]1[CH:7]=[C:6]([I:8])[CH:5]=[CH:4][C:3]=1[NH:9][C:10]1[N:15]([CH3:16])[C:14](=[O:17])[N:13]([CH3:18])[C:12](=[O:19])[C:11]=1[C:20](OC1C=CC=CC=1)=[O:21].ClC(=O)[C:31]([O:33]C)=[O:32], predict the reaction product. The product is: [F:1][C:2]1[CH:7]=[C:6]([I:8])[CH:5]=[CH:4][C:3]=1[NH:9][C:10]1[N:15]([CH3:16])[C:14](=[O:17])[N:13]([CH3:18])[C:12](=[O:19])[C:11]=1[C:20](=[O:21])[C:31]([OH:33])=[O:32]. (4) The product is: [CH3:15][C:16]1[CH:24]=[C:23]([CH3:25])[CH:22]=[CH:21][C:17]=1[C:18]([N:4]1[CH2:5][CH2:6][NH:1][C:2](=[O:7])[CH2:3]1)=[O:19]. Given the reactants [NH:1]1[CH2:6][CH2:5][NH:4][CH2:3][C:2]1=[O:7].C(N(CC)CC)C.[CH3:15][C:16]1[CH:24]=[C:23]([CH3:25])[CH:22]=[CH:21][C:17]=1[C:18](Cl)=[O:19], predict the reaction product. (5) Given the reactants [CH3:1][O:2][C:3]1[CH:4]=[C:5]2[C:10](=[CH:11][C:12]=1[O:13][CH2:14][CH2:15][O:16][CH3:17])[N:9]=[CH:8][N:7]=[C:6]2[O:18][C:19]1[CH:20]=[C:21]([CH:23]=[CH:24][CH:25]=1)[NH2:22].[C:26]([C:28]([C:31]1[CH:32]=[C:33]([NH:37][C:38](=O)[O:39]C2C=CC=CC=2)[CH:34]=[CH:35][CH:36]=1)([CH3:30])[CH3:29])#[N:27], predict the reaction product. The product is: [C:26]([C:28]([C:31]1[CH:32]=[C:33]([NH:37][C:38]([NH:22][C:21]2[CH:23]=[CH:24][CH:25]=[C:19]([O:18][C:6]3[C:5]4[C:10](=[CH:11][C:12]([O:13][CH2:14][CH2:15][O:16][CH3:17])=[C:3]([O:2][CH3:1])[CH:4]=4)[N:9]=[CH:8][N:7]=3)[CH:20]=2)=[O:39])[CH:34]=[CH:35][CH:36]=1)([CH3:30])[CH3:29])#[N:27]. (6) Given the reactants [F:1][C:2]1[CH:13]=[CH:12][CH:11]=[CH:10][C:3]=1[CH2:4][N:5]([CH2:7][CH2:8]O)[CH3:6].S(Cl)([Cl:16])=O, predict the reaction product. The product is: [F:1][C:2]1[CH:13]=[CH:12][CH:11]=[CH:10][C:3]=1[CH2:4][N:5]([CH2:7][CH2:8][Cl:16])[CH3:6].